From a dataset of Forward reaction prediction with 1.9M reactions from USPTO patents (1976-2016). Predict the product of the given reaction. (1) The product is: [F:24][C:23]([F:25])([F:26])[C:19]1[CH:18]=[C:17]([C:15]2[N:1]=[C:2]3[C:3]([C:4]([O:6][CH2:7][CH3:8])=[O:5])=[CH:9][CH:10]=[CH:11][N:12]3[CH:14]=2)[CH:22]=[CH:21][CH:20]=1. Given the reactants [NH2:1][C:2]1[N:12]=[CH:11][CH:10]=[CH:9][C:3]=1[C:4]([O:6][CH2:7][CH3:8])=[O:5].Br[CH2:14][C:15]([C:17]1[CH:22]=[CH:21][CH:20]=[C:19]([C:23]([F:26])([F:25])[F:24])[CH:18]=1)=O, predict the reaction product. (2) Given the reactants O.C1(C)C=CC(S(O)(=O)=O)=CC=1.[CH:13]1([C:16]2[CH:21]=[CH:20][C:19]([C:22]([C:24]3[CH:29]=[CH:28][N:27]=[CH:26][C:25]=3[O:30]COCC[Si](C)(C)C)=[O:23])=[CH:18][CH:17]=2)[CH2:15][CH2:14]1.C(=O)([O-])O.[Na+], predict the reaction product. The product is: [CH:13]1([C:16]2[CH:17]=[CH:18][C:19]([C:22]([C:24]3[CH:29]=[CH:28][N:27]=[CH:26][C:25]=3[OH:30])=[O:23])=[CH:20][CH:21]=2)[CH2:14][CH2:15]1. (3) Given the reactants [CH2:1]([O:8][C:9]1[CH:16]=[CH:15][C:12]([C:13]#[N:14])=[CH:11][CH:10]=1)[C:2]1[CH:7]=[CH:6][CH:5]=[CH:4][CH:3]=1.[N-:17]=[N+:18]=[N-:19].[Na+].[Cl-].[NH4+].[OH-].[Na+], predict the reaction product. The product is: [CH2:1]([O:8][C:9]1[CH:10]=[CH:11][C:12]([C:13]2[N:17]=[N:18][NH:19][N:14]=2)=[CH:15][CH:16]=1)[C:2]1[CH:3]=[CH:4][CH:5]=[CH:6][CH:7]=1. (4) Given the reactants [CH:1]1([CH2:7][CH2:8][CH2:9][C:10]2[CH:11]=[C:12]([CH:15]=[CH:16][CH:17]=2)[CH:13]=O)[CH2:6][CH2:5][CH2:4][CH2:3][CH2:2]1.Cl.[C:19]([O:23][C:24]([N:26]1[CH2:31][CH2:30][NH:29][CH2:28][CH2:27]1)=[O:25])([CH3:22])([CH3:21])[CH3:20].[BH-](OC(C)=O)(OC(C)=O)OC(C)=O.[Na+].[OH-].[Na+], predict the reaction product. The product is: [CH:1]1([CH2:7][CH2:8][CH2:9][C:10]2[CH:11]=[C:12]([CH:15]=[CH:16][CH:17]=2)[CH2:13][N:29]2[CH2:28][CH2:27][N:26]([C:24]([O:23][C:19]([CH3:22])([CH3:21])[CH3:20])=[O:25])[CH2:31][CH2:30]2)[CH2:6][CH2:5][CH2:4][CH2:3][CH2:2]1.